Dataset: NCI-60 drug combinations with 297,098 pairs across 59 cell lines. Task: Regression. Given two drug SMILES strings and cell line genomic features, predict the synergy score measuring deviation from expected non-interaction effect. (1) Drug 1: C1=CC(=CC=C1CCC2=CNC3=C2C(=O)NC(=N3)N)C(=O)NC(CCC(=O)O)C(=O)O. Drug 2: COC1=C2C(=CC3=C1OC=C3)C=CC(=O)O2. Cell line: M14. Synergy scores: CSS=21.1, Synergy_ZIP=1.30, Synergy_Bliss=-0.423, Synergy_Loewe=-18.2, Synergy_HSA=-3.11. (2) Drug 1: CN1CCC(CC1)COC2=C(C=C3C(=C2)N=CN=C3NC4=C(C=C(C=C4)Br)F)OC. Drug 2: COC1=C2C(=CC3=C1OC=C3)C=CC(=O)O2. Cell line: M14. Synergy scores: CSS=-3.66, Synergy_ZIP=9.11, Synergy_Bliss=3.51, Synergy_Loewe=0.329, Synergy_HSA=-1.23. (3) Drug 1: CNC(=O)C1=CC=CC=C1SC2=CC3=C(C=C2)C(=NN3)C=CC4=CC=CC=N4. Drug 2: CC1=CC=C(C=C1)C2=CC(=NN2C3=CC=C(C=C3)S(=O)(=O)N)C(F)(F)F. Cell line: RXF 393. Synergy scores: CSS=6.95, Synergy_ZIP=-1.10, Synergy_Bliss=3.30, Synergy_Loewe=2.86, Synergy_HSA=3.49. (4) Drug 1: CC1=C2C(C(=O)C3(C(CC4C(C3C(C(C2(C)C)(CC1OC(=O)C(C(C5=CC=CC=C5)NC(=O)OC(C)(C)C)O)O)OC(=O)C6=CC=CC=C6)(CO4)OC(=O)C)OC)C)OC. Drug 2: CC=C1C(=O)NC(C(=O)OC2CC(=O)NC(C(=O)NC(CSSCCC=C2)C(=O)N1)C(C)C)C(C)C. Cell line: HOP-62. Synergy scores: CSS=65.7, Synergy_ZIP=2.12, Synergy_Bliss=2.26, Synergy_Loewe=1.19, Synergy_HSA=8.34. (5) Drug 1: C1CC(=O)NC(=O)C1N2CC3=C(C2=O)C=CC=C3N. Drug 2: COC1=C2C(=CC3=C1OC=C3)C=CC(=O)O2. Cell line: SK-MEL-28. Synergy scores: CSS=1.44, Synergy_ZIP=3.02, Synergy_Bliss=3.52, Synergy_Loewe=1.16, Synergy_HSA=0.558. (6) Drug 1: COC1=C(C=C2C(=C1)N=CN=C2NC3=CC(=C(C=C3)F)Cl)OCCCN4CCOCC4. Drug 2: CNC(=O)C1=NC=CC(=C1)OC2=CC=C(C=C2)NC(=O)NC3=CC(=C(C=C3)Cl)C(F)(F)F. Cell line: MDA-MB-231. Synergy scores: CSS=51.5, Synergy_ZIP=-3.53, Synergy_Bliss=-5.68, Synergy_Loewe=-5.02, Synergy_HSA=-2.79. (7) Drug 1: CC1=C2C(C(=O)C3(C(CC4C(C3C(C(C2(C)C)(CC1OC(=O)C(C(C5=CC=CC=C5)NC(=O)C6=CC=CC=C6)O)O)OC(=O)C7=CC=CC=C7)(CO4)OC(=O)C)O)C)OC(=O)C. Drug 2: C1=CN(C=N1)CC(O)(P(=O)(O)O)P(=O)(O)O. Cell line: 786-0. Synergy scores: CSS=4.21, Synergy_ZIP=-2.94, Synergy_Bliss=-0.472, Synergy_Loewe=-2.08, Synergy_HSA=-0.708. (8) Drug 1: C(CN)CNCCSP(=O)(O)O. Drug 2: CC1C(C(CC(O1)OC2CC(CC3=C2C(=C4C(=C3O)C(=O)C5=CC=CC=C5C4=O)O)(C(=O)C)O)N)O. Cell line: A498. Synergy scores: CSS=71.4, Synergy_ZIP=7.45, Synergy_Bliss=8.15, Synergy_Loewe=-53.7, Synergy_HSA=7.82. (9) Drug 1: CC12CCC3C(C1CCC2=O)CC(=C)C4=CC(=O)C=CC34C. Drug 2: C1CCC(C(C1)N)N.C(=O)(C(=O)[O-])[O-].[Pt+4]. Cell line: MOLT-4. Synergy scores: CSS=57.3, Synergy_ZIP=0.373, Synergy_Bliss=-0.153, Synergy_Loewe=-8.67, Synergy_HSA=-0.366.